This data is from Forward reaction prediction with 1.9M reactions from USPTO patents (1976-2016). The task is: Predict the product of the given reaction. (1) Given the reactants [OH:1][C:2]1([C:8]2[CH:15]=[CH:14][C:11]([C:12]#[N:13])=[CH:10][CH:9]=2)[CH2:7][CH2:6][CH2:5][CH2:4][CH2:3]1.[BH4-].[Na+].[CH3:18][C:19]([O:22][C:23](O[C:23]([O:22][C:19]([CH3:21])([CH3:20])[CH3:18])=[O:24])=[O:24])([CH3:21])[CH3:20], predict the reaction product. The product is: [OH:1][C:2]1([C:8]2[CH:9]=[CH:10][C:11]([CH2:12][NH:13][C:23](=[O:24])[O:22][C:19]([CH3:21])([CH3:20])[CH3:18])=[CH:14][CH:15]=2)[CH2:3][CH2:4][CH2:5][CH2:6][CH2:7]1. (2) Given the reactants [CH:1]1([NH:4][C:5]([N:7]2[C:13]([CH3:14])=[CH:12][C:11]3[CH:15]=[CH:16][C:17]([Cl:19])=[CH:18][C:10]=3[C:9]([C:20]3[CH:25]=[CH:24][C:23]([N+:26]([O-])=O)=[C:22]([CH3:29])[CH:21]=3)=[N:8]2)=[O:6])[CH2:3][CH2:2]1.O.NN, predict the reaction product. The product is: [CH:1]1([NH:4][C:5]([N:7]2[C:13]([CH3:14])=[CH:12][C:11]3[CH:15]=[CH:16][C:17]([Cl:19])=[CH:18][C:10]=3[C:9]([C:20]3[CH:25]=[CH:24][C:23]([NH2:26])=[C:22]([CH3:29])[CH:21]=3)=[N:8]2)=[O:6])[CH2:3][CH2:2]1. (3) Given the reactants Cl.C[O:3][CH:4](OC)[C:5]1[CH:10]=[CH:9][C:8]([C:11]#[C:12][C:13]2[CH:18]=[CH:17][C:16]([C:19](=[O:31])[N:20]([CH:22]([C:27]([NH:29][CH3:30])=[O:28])[C:23]([O:25][CH3:26])=[O:24])[CH3:21])=[CH:15][CH:14]=2)=[CH:7][CH:6]=1, predict the reaction product. The product is: [CH:4]([C:5]1[CH:6]=[CH:7][C:8]([C:11]#[C:12][C:13]2[CH:18]=[CH:17][C:16]([C:19](=[O:31])[N:20]([CH:22]([C:27]([NH:29][CH3:30])=[O:28])[C:23]([O:25][CH3:26])=[O:24])[CH3:21])=[CH:15][CH:14]=2)=[CH:9][CH:10]=1)=[O:3].